Dataset: CYP3A4 substrate classification data from Carbon-Mangels et al.. Task: Regression/Classification. Given a drug SMILES string, predict its absorption, distribution, metabolism, or excretion properties. Task type varies by dataset: regression for continuous measurements (e.g., permeability, clearance, half-life) or binary classification for categorical outcomes (e.g., BBB penetration, CYP inhibition). Dataset: cyp3a4_substrate_carbonmangels. (1) The drug is CC[C@@H]1[C@@H]2C[C@H]3[C@@H]4N(C)c5ccccc5[C@]45C[C@@H]([C@H]2[C@H]5O)N3[C@@H]1O. The result is 0 (non-substrate). (2) The molecule is NC(=O)C[S@H](=O)C(c1ccccc1)c1ccccc1. The result is 1 (substrate). (3) The compound is CCOC(=O)C1=C(C)NC(C)=C(C(=O)OCC)C1c1ccccc1/C=C\C(=O)OC(C)(C)C. The result is 1 (substrate).